The task is: Predict which catalyst facilitates the given reaction.. This data is from Catalyst prediction with 721,799 reactions and 888 catalyst types from USPTO. (1) Reactant: Cl[C:2]1[CH:14]=[CH:13][C:5]([C:6]([NH:8][CH2:9][CH:10]2[CH2:12][CH2:11]2)=[O:7])=[CH:4][N:3]=1.[CH3:15][C:16]1[CH:21]=[CH:20][C:19]([NH:22][C:23](=[O:35])[C:24]2[CH:29]=[CH:28][N:27]=[C:26]([N:30]3[CH2:34][CH2:33][CH2:32][CH2:31]3)[CH:25]=2)=[CH:18][C:17]=1B1OC(C)(C)C(C)(C)O1.C(=O)([O-])[O-].[Na+].[Na+]. Product: [CH:10]1([CH2:9][NH:8][C:6]([C:5]2[CH:13]=[CH:14][C:2]([C:17]3[CH:18]=[C:19]([NH:22][C:23](=[O:35])[C:24]4[CH:29]=[CH:28][N:27]=[C:26]([N:30]5[CH2:31][CH2:32][CH2:33][CH2:34]5)[CH:25]=4)[CH:20]=[CH:21][C:16]=3[CH3:15])=[N:3][CH:4]=2)=[O:7])[CH2:12][CH2:11]1. The catalyst class is: 128. (2) Reactant: Cl[O-:2].[Na+].S(=O)(=O)(O)N.[O:9]1[C:13]2[CH:14]=[CH:15][CH:16]=[CH:17][C:12]=2[CH:11]=[C:10]1[CH:18]1[CH2:23][CH2:22][CH:21]([CH:24]=[O:25])[CH2:20][CH2:19]1. Product: [O:9]1[C:13]2[CH:14]=[CH:15][CH:16]=[CH:17][C:12]=2[CH:11]=[C:10]1[CH:18]1[CH2:19][CH2:20][CH:21]([C:24]([OH:2])=[O:25])[CH2:22][CH2:23]1. The catalyst class is: 132. (3) Reactant: [CH2:1]([C:3]1[CH2:4][CH2:5][CH:6]([N+:15]([O-:17])=[O:16])[CH:7]([C:9]2[CH:14]=[CH:13][CH:12]=[CH:11][CH:10]=2)[N:8]=1)[CH3:2].C[Si]([N-][Si](C)(C)C)(C)C.[Li+]. Product: [CH2:1]([C:3]1[CH2:4][CH2:5][C@H:6]([N+:15]([O-:17])=[O:16])[C@H:7]([C:9]2[CH:10]=[CH:11][CH:12]=[CH:13][CH:14]=2)[N:8]=1)[CH3:2]. The catalyst class is: 1. (4) Reactant: [CH3:1][C:2]1[O:6][C:5]([C:7]([NH:9][C:10]([C:13]2[N:19]([CH3:20])[C:17](=[O:18])[C:16]([OH:21])=[C:15]([C:22]([NH:24][CH2:25][C:26]3[CH:27]=[CH:28][C:29]([F:32])=[CH:30][CH:31]=3)=[O:23])[N:14]=2)([CH3:12])[CH3:11])=[O:8])=[N:4][N:3]=1.[OH-].[K+:34]. Product: [CH3:1][C:2]1[O:6][C:5]([C:7]([NH:9][C:10]([C:13]2[N:19]([CH3:20])[C:17](=[O:18])[C:16]([O-:21])=[C:15]([C:22]([NH:24][CH2:25][C:26]3[CH:27]=[CH:28][C:29]([F:32])=[CH:30][CH:31]=3)=[O:23])[N:14]=2)([CH3:12])[CH3:11])=[O:8])=[N:4][N:3]=1.[K+:34]. The catalyst class is: 88. (5) Reactant: [Cl:1][C:2]1[CH:3]=[C:4]([CH2:27][C:28]([O:30]C)=[O:29])[CH:5]=[CH:6][C:7]=1[C:8]1[N:12]=[C:11]([C:13]2[N:14]=[C:15]3[C:20]([Cl:21])=[CH:19][C:18]([C:22]([F:25])([F:24])[F:23])=[CH:17][N:16]3[CH:26]=2)[O:10][N:9]=1.O.O[Li].O. Product: [Cl:1][C:2]1[CH:3]=[C:4]([CH2:27][C:28]([OH:30])=[O:29])[CH:5]=[CH:6][C:7]=1[C:8]1[N:12]=[C:11]([C:13]2[N:14]=[C:15]3[C:20]([Cl:21])=[CH:19][C:18]([C:22]([F:24])([F:25])[F:23])=[CH:17][N:16]3[CH:26]=2)[O:10][N:9]=1. The catalyst class is: 1. (6) Reactant: [CH2:1]([O:8][C:9]([N:11]1[CH2:14][CH:13]([C:15]([OH:17])=O)[CH2:12]1)=[O:10])[C:2]1[CH:7]=[CH:6][CH:5]=[CH:4][CH:3]=1.O=S(Cl)Cl.[CH:22]1([N:26]2[CH2:31][CH2:30][NH:29][CH2:28][CH2:27]2)[CH2:25][CH2:24][CH2:23]1.CCN(C(C)C)C(C)C. Product: [CH:22]1([N:26]2[CH2:31][CH2:30][N:29]([C:15]([CH:13]3[CH2:12][N:11]([C:9]([O:8][CH2:1][C:2]4[CH:3]=[CH:4][CH:5]=[CH:6][CH:7]=4)=[O:10])[CH2:14]3)=[O:17])[CH2:28][CH2:27]2)[CH2:25][CH2:24][CH2:23]1. The catalyst class is: 4. (7) Reactant: [C:1]1([C:7]2[CH:12]=[C:11]([C:13]3[N:17]4[CH:18]=[CH:19][C:20]([CH:22]5[CH2:27][CH2:26][NH:25][CH2:24][CH2:23]5)=[CH:21][C:16]4=[N:15][CH:14]=3)[CH:10]=[CH:9][N:8]=2)[CH:6]=[CH:5][CH:4]=[CH:3][CH:2]=1.C(N(CC)CC)C.[C:35](Cl)(=[O:37])[CH3:36].C([O-])(O)=O.[Na+]. Product: [C:1]1([C:7]2[CH:12]=[C:11]([C:13]3[N:17]4[CH:18]=[CH:19][C:20]([CH:22]5[CH2:27][CH2:26][N:25]([C:35](=[O:37])[CH3:36])[CH2:24][CH2:23]5)=[CH:21][C:16]4=[N:15][CH:14]=3)[CH:10]=[CH:9][N:8]=2)[CH:6]=[CH:5][CH:4]=[CH:3][CH:2]=1. The catalyst class is: 2.